This data is from hERG Central: cardiac toxicity at 1µM, 10µM, and general inhibition. The task is: Predict hERG channel inhibition at various concentrations. (1) The molecule is COc1ccc(N2CCN(CCCNC(=O)C3(S(=O)(=O)c4ccc(Cl)cc4)CC3)CC2)cc1. Results: hERG_inhib (hERG inhibition (general)): blocker. (2) The compound is Cc1onc(-c2cccc(Cl)c2Cl)c1C(=O)O/N=C(\N)c1ccc([N+](=O)[O-])o1. Results: hERG_inhib (hERG inhibition (general)): blocker. (3) The drug is CSCCC(NC(=O)COc1ccccc1)C(=O)N1CCN(c2ccccc2)CC1. Results: hERG_inhib (hERG inhibition (general)): blocker. (4) The compound is CC(=O)c1ccc(OCCNS(=O)(=O)c2ccc(-n3cnnn3)cc2)cc1. Results: hERG_inhib (hERG inhibition (general)): blocker.